Dataset: Forward reaction prediction with 1.9M reactions from USPTO patents (1976-2016). Task: Predict the product of the given reaction. (1) Given the reactants [F:1][C:2]1[CH:7]=[CH:6][CH:5]=[CH:4][C:3]=1[C@H:8]([N:10]([CH2:33][C:34]1[CH:39]=[CH:38][C:37]([C:40]([O:42][CH3:43])=[O:41])=[CH:36][CH:35]=1)[C:11]([C@@H:13]1[CH2:22][C:21]2[C:16](=[CH:17][CH:18]=[CH:19][CH:20]=2)[CH2:15][N:14]1C(OCC1C=CC=CC=1)=O)=[O:12])[CH3:9], predict the reaction product. The product is: [F:1][C:2]1[CH:7]=[CH:6][CH:5]=[CH:4][C:3]=1[C@H:8]([N:10]([CH2:33][C:34]1[CH:35]=[CH:36][C:37]([C:40]([O:42][CH3:43])=[O:41])=[CH:38][CH:39]=1)[C:11]([C@@H:13]1[CH2:22][C:21]2[C:16](=[CH:17][CH:18]=[CH:19][CH:20]=2)[CH2:15][NH:14]1)=[O:12])[CH3:9]. (2) Given the reactants [CH3:1][C:2]1[CH:7]=[CH:6][C:5]([C:8]2[O:9][C:10]([CH3:13])=[N:11][N:12]=2)=[CH:4][C:3]=1[C:14]1[CH:19]=[CH:18][C:17]([C:20]([OH:22])=O)=[CH:16][CH:15]=1.[F:23][C:24]1[CH:29]=[CH:28][C:27]([NH2:30])=[CH:26][CH:25]=1, predict the reaction product. The product is: [F:23][C:24]1[CH:29]=[CH:28][C:27]([NH:30][C:20]([C:17]2[CH:16]=[CH:15][C:14]([C:3]3[CH:4]=[C:5]([C:8]4[O:9][C:10]([CH3:13])=[N:11][N:12]=4)[CH:6]=[CH:7][C:2]=3[CH3:1])=[CH:19][CH:18]=2)=[O:22])=[CH:26][CH:25]=1. (3) Given the reactants [CH3:1][O:2][C:3](=[O:20])[CH2:4][C:5]1[CH:10]=[CH:9][C:8]([NH:11][C:12]2[C:17]([NH2:18])=[CH:16][CH:15]=[CH:14][N:13]=2)=[CH:7][C:6]=1[CH3:19].[CH:21](OCC)(OCC)OCC, predict the reaction product. The product is: [CH3:1][O:2][C:3](=[O:20])[CH2:4][C:5]1[CH:10]=[CH:9][C:8]([N:11]2[C:12]3=[N:13][CH:14]=[CH:15][CH:16]=[C:17]3[N:18]=[CH:21]2)=[CH:7][C:6]=1[CH3:19]. (4) Given the reactants [Si]([O:8][C@@H:9]1[C@@H:14]([CH3:15])[CH2:13][N:12]([C:16]2[CH:21]=[CH:20][N:19]=[CH:18][C:17]=2[NH:22][C:23]([C:25]2[N:30]=[C:29]3[C:31]([CH:34]([CH3:36])[CH3:35])=[CH:32][O:33][C:28]3=[CH:27][CH:26]=2)=[O:24])[CH2:11][C@H:10]1[NH:37]C(=O)OC(C)(C)C)(C(C)(C)C)(C)C.C(O)(C(F)(F)F)=O.Cl.O1CCOCC1.N, predict the reaction product. The product is: [NH2:37][C@H:10]1[C@H:9]([OH:8])[C@@H:14]([CH3:15])[CH2:13][N:12]([C:16]2[CH:21]=[CH:20][N:19]=[CH:18][C:17]=2[NH:22][C:23]([C:25]2[N:30]=[C:29]3[C:31]([CH:34]([CH3:36])[CH3:35])=[CH:32][O:33][C:28]3=[CH:27][CH:26]=2)=[O:24])[CH2:11]1. (5) Given the reactants [O:1]1[CH2:4][CH:3]([N:5]2[CH2:10][CH2:9][N:8]([C:11]3[CH:16]=[CH:15][C:14]([NH:17][C:18]4[N:23]=[CH:22][N:21]=[C:20]([C:24]5[CH:25]=[CH:26][C:27]([O:32][C@@H:33]6[CH2:38][CH2:37][CH2:36][NH:35][CH2:34]6)=[C:28]([CH:31]=5)[C:29]#[N:30])[N:19]=4)=[CH:13][CH:12]=3)[CH2:7][CH2:6]2)[CH2:2]1.[C:39](O)(=[O:42])[CH2:40][OH:41].CN(C(ON1N=NC2C=CC=NC1=2)=[N+](C)C)C.F[P-](F)(F)(F)(F)F.CCN(C(C)C)C(C)C, predict the reaction product. The product is: [OH:42][CH2:39][C:40]([N:35]1[CH2:36][CH2:37][CH2:38][C@@H:33]([O:32][C:27]2[CH:26]=[CH:25][C:24]([C:20]3[N:19]=[C:18]([NH:17][C:14]4[CH:15]=[CH:16][C:11]([N:8]5[CH2:7][CH2:6][N:5]([CH:3]6[CH2:4][O:1][CH2:2]6)[CH2:10][CH2:9]5)=[CH:12][CH:13]=4)[N:23]=[CH:22][N:21]=3)=[CH:31][C:28]=2[C:29]#[N:30])[CH2:34]1)=[O:41]. (6) Given the reactants Cl.[NH2:2][C:3]1[C:4](=[O:11])[N:5]([CH3:10])[CH:6]=[CH:7][C:8]=1[OH:9].Cl[CH2:13][C:14](Cl)=[O:15].N1C=CC=CC=1.OS([O-])(=O)=O.[K+].C(=O)([O-])[O-].[Cs+].[Cs+], predict the reaction product. The product is: [CH3:10][N:5]1[CH:6]=[CH:7][C:8]2[O:9][CH2:13][C:14](=[O:15])[NH:2][C:3]=2[C:4]1=[O:11]. (7) Given the reactants [F:1][C:2]1[CH:7]=[CH:6][C:5]([CH2:8][C:9]2[CH:18]=[C:17]3[C:12]([C:13]([OH:25])=[C:14]([C:20](OCC)=[O:21])[C:15](=[O:19])[NH:16]3)=[N:11][CH:10]=2)=[CH:4][CH:3]=1.[CH3:26][CH:27]([OH:30])[CH2:28][NH2:29], predict the reaction product. The product is: [F:1][C:2]1[CH:7]=[CH:6][C:5]([CH2:8][C:9]2[CH:18]=[C:17]3[C:12]([C:13]([OH:25])=[C:14]([C:20]([NH:29][CH2:28][CH:27]([OH:30])[CH3:26])=[O:21])[C:15](=[O:19])[NH:16]3)=[N:11][CH:10]=2)=[CH:4][CH:3]=1. (8) Given the reactants [CH2:1]([NH:6][C:7]([C:9]1[N:10]=[N:11][C:12]([Cl:15])=[CH:13][CH:14]=1)=[O:8])[CH2:2][CH2:3][CH2:4][CH3:5].[NH:16]1[CH2:21][CH2:20][CH:19]([NH:22][C:23]2[CH:28]=[CH:27][CH:26]=[CH:25][C:24]=2[C:29]([F:32])([F:31])[F:30])[CH2:18][CH2:17]1, predict the reaction product. The product is: [ClH:15].[CH2:1]([NH:6][C:7]([C:9]1[N:10]=[N:11][C:12]([N:16]2[CH2:17][CH2:18][CH:19]([NH:22][C:23]3[CH:28]=[CH:27][CH:26]=[CH:25][C:24]=3[C:29]([F:30])([F:31])[F:32])[CH2:20][CH2:21]2)=[CH:13][CH:14]=1)=[O:8])[CH2:2][CH2:3][CH2:4][CH3:5]. (9) Given the reactants [CH3:1][S:2][C:3]1[CH:8]=[CH:7][C:6]([NH2:9])=[CH:5][C:4]=1[C:10]([F:13])([F:12])[F:11].C(OC([N:21]1[CH2:26][CH2:25][C:24](=O)[CH2:23][CH2:22]1)=O)(C)(C)C.C(O[BH-](OC(=O)C)OC(=O)C)(=O)C.[Na+].[Cl:42]CCl, predict the reaction product. The product is: [ClH:42].[CH3:1][S:2][C:3]1[CH:8]=[CH:7][C:6]([NH:9][CH:24]2[CH2:25][CH2:26][NH:21][CH2:22][CH2:23]2)=[CH:5][C:4]=1[C:10]([F:11])([F:12])[F:13].[ClH:42].